This data is from Forward reaction prediction with 1.9M reactions from USPTO patents (1976-2016). The task is: Predict the product of the given reaction. (1) The product is: [Cl:31][C:6]1[N:5]2[N:17]=[CH:18][N:19]=[C:4]2[C:3]2[C:2]([F:1])=[C:11]([C:12]([F:15])([F:14])[F:13])[CH:10]=[CH:9][C:8]=2[N:7]=1. Given the reactants [F:1][C:2]1[C:3]2[C:4]3[N:5]([N:17]=[CH:18][N:19]=3)[C:6](=O)[NH:7][C:8]=2[CH:9]=[CH:10][C:11]=1[C:12]([F:15])([F:14])[F:13].C(N(CC)C(C)C)(C)C.O=P(Cl)(Cl)[Cl:31], predict the reaction product. (2) Given the reactants [CH2:1]1[C:6]2([CH2:11][CH:10]([C:12]([O:14][CH3:15])=[O:13])[NH:9][CH2:8][CH2:7]2)[CH2:5][CH2:4][NH:3][CH2:2]1.CC(O)C.Cl[C:21]1[CH:26]=[C:25]([O:27][C@H:28]([C:33]2[CH:38]=[CH:37][C:36]([Cl:39])=[CH:35][C:34]=2[N:40]2[CH:44]=[CH:43][C:42]([CH3:45])=[N:41]2)[C:29]([F:32])([F:31])[F:30])[N:24]=[C:23]([NH2:46])[N:22]=1, predict the reaction product. The product is: [NH2:46][C:23]1[N:22]=[C:21]([N:3]2[CH2:4][CH2:5][C:6]3([CH2:11][CH:10]([C:12]([O:14][CH3:15])=[O:13])[NH:9][CH2:8][CH2:7]3)[CH2:1][CH2:2]2)[CH:26]=[C:25]([O:27][C@H:28]([C:33]2[CH:38]=[CH:37][C:36]([Cl:39])=[CH:35][C:34]=2[N:40]2[CH:44]=[CH:43][C:42]([CH3:45])=[N:41]2)[C:29]([F:31])([F:30])[F:32])[N:24]=1. (3) Given the reactants C([N:8]1[C@H:13]2[CH2:14][CH2:15][C@@H:9]1[CH:10]([C:17]([O:19][CH3:20])=[O:18])[C:11](=[O:16])[CH2:12]2)C1C=CC=CC=1, predict the reaction product. The product is: [O:16]=[C:11]1[CH2:12][C@H:13]2[NH:8][C@H:9]([CH2:15][CH2:14]2)[CH:10]1[C:17]([O:19][CH3:20])=[O:18]. (4) Given the reactants N[C@@H]1CCN(CCCO[C:11]2[CH:16]=[CH:15][C:14]([C:17]3[CH:22]=[CH:21][C:20]([C:23]#[N:24])=[CH:19][CH:18]=3)=[CH:13][CH:12]=2)C1.[NH:25]1[CH2:29][CH2:28][C@@H:27]([OH:30])[CH2:26]1.C(=O)([O-])[O-].[K+].[K+].[I-].[K+].C[C:40](=[O:43])[CH2:41][CH3:42], predict the reaction product. The product is: [OH:30][C@@H:27]1[CH2:28][CH2:29][N:25]([CH2:42][CH2:41][CH2:40][O:43][C:21]2[CH:22]=[C:17]([C:14]3[CH:13]=[CH:12][CH:11]=[CH:16][CH:15]=3)[CH:18]=[CH:19][C:20]=2[C:23]#[N:24])[CH2:26]1.